Dataset: Catalyst prediction with 721,799 reactions and 888 catalyst types from USPTO. Task: Predict which catalyst facilitates the given reaction. (1) Reactant: [F:1][C:2]1[CH:7]=[CH:6][C:5]([C:8]2[C:16]3[C:11](=[CH:12][CH:13]=[C:14]([N+:17]([O-])=O)[CH:15]=3)[NH:10][N:9]=2)=[CH:4][CH:3]=1. Product: [F:1][C:2]1[CH:3]=[CH:4][C:5]([C:8]2[C:16]3[C:11](=[CH:12][CH:13]=[C:14]([NH2:17])[CH:15]=3)[NH:10][N:9]=2)=[CH:6][CH:7]=1. The catalyst class is: 19. (2) Reactant: C(N(CC)CC)C.[CH3:8][C@H:9]1[CH2:14][NH:13][CH2:12][CH2:11][NH:10]1.[C:15]([O:19][C:20](O[C:20]([O:19][C:15]([CH3:18])([CH3:17])[CH3:16])=[O:21])=[O:21])([CH3:18])([CH3:17])[CH3:16]. Product: [C:15]([O:19][C:20]([N:13]1[CH2:12][CH2:11][NH:10][C@@H:9]([CH3:8])[CH2:14]1)=[O:21])([CH3:18])([CH3:17])[CH3:16]. The catalyst class is: 4. (3) Reactant: C(=O)([O-])[O-].[K+].[K+].[F:7][C:8]1[CH:13]=[CH:12][C:11]([SH:14])=[CH:10][CH:9]=1.Cl[C:16]1[C:17]([C:23]([O:25][C:26]([CH3:29])([CH3:28])[CH3:27])=[O:24])=[N:18][C:19]([Cl:22])=[CH:20][CH:21]=1. Product: [Cl:22][C:19]1[N:18]=[C:17]([C:23]([O:25][C:26]([CH3:29])([CH3:28])[CH3:27])=[O:24])[C:16]([S:14][C:11]2[CH:12]=[CH:13][C:8]([F:7])=[CH:9][CH:10]=2)=[CH:21][CH:20]=1.[F:7][C:8]1[CH:13]=[CH:12][C:11]([S:14][C:16]2[C:17]([C:23]([O:25][C:26]([CH3:29])([CH3:28])[CH3:27])=[O:24])=[N:18][C:19]([S:14][C:11]3[CH:12]=[CH:13][C:8]([F:7])=[CH:9][CH:10]=3)=[CH:20][CH:21]=2)=[CH:10][CH:9]=1. The catalyst class is: 18. (4) Reactant: [CH3:1][C:2]1[S:6][C:5]([CH2:7][N:8]2[CH:12]=[C:11]([C:13]([O:15]CC)=[O:14])[CH:10]=[N:9]2)=[CH:4][C:3]=1[C:18]1[CH:23]=[CH:22][CH:21]=[C:20]([C:24]([F:27])([F:26])[F:25])[CH:19]=1.[OH-].[Na+].Cl. Product: [CH3:1][C:2]1[S:6][C:5]([CH2:7][N:8]2[CH:12]=[C:11]([C:13]([OH:15])=[O:14])[CH:10]=[N:9]2)=[CH:4][C:3]=1[C:18]1[CH:23]=[CH:22][CH:21]=[C:20]([C:24]([F:26])([F:25])[F:27])[CH:19]=1. The catalyst class is: 8. (5) Reactant: [Cl:1][C:2]1[C:10]2[C:5](=[CH:6][C:7]([S:11]([N:14]3[CH2:19][C:18](=[O:20])[N:17]([CH2:21][CH:22]4[CH2:27][CH2:26][N:25]([C:28]5[CH:33]=[CH:32][C:31](=[O:34])[N:30]([CH3:35])[N:29]=5)[CH2:24][CH2:23]4)[CH:16]([C:36](O)=[O:37])[CH2:15]3)(=[O:13])=[O:12])=[CH:8][CH:9]=2)[NH:4][CH:3]=1.F[P-](F)(F)(F)(F)F.N1(OC(N(C)C)=[N+](C)C)[C:50]2[N:51]=[CH:52]C=CC=2N=N1.Cl.CNC.C(N(CC)C(C)C)(C)C.F[P-](F)(F)(F)(F)F.N1(O[P+](N2CCCC2)(N2CCCC2)N2CCCC2)C2C=CC=CC=2N=N1. Product: [CH3:50][N:51]([CH3:52])[C:36]([CH:16]1[CH2:15][N:14]([S:11]([C:7]2[CH:6]=[C:5]3[C:10]([C:2]([Cl:1])=[CH:3][NH:4]3)=[CH:9][CH:8]=2)(=[O:13])=[O:12])[CH2:19][C:18](=[O:20])[N:17]1[CH2:21][CH:22]1[CH2:27][CH2:26][N:25]([C:28]2[CH:33]=[CH:32][C:31](=[O:34])[N:30]([CH3:35])[N:29]=2)[CH2:24][CH2:23]1)=[O:37]. The catalyst class is: 42.